From a dataset of NCI-60 drug combinations with 297,098 pairs across 59 cell lines. Regression. Given two drug SMILES strings and cell line genomic features, predict the synergy score measuring deviation from expected non-interaction effect. (1) Drug 1: CN1CCC(CC1)COC2=C(C=C3C(=C2)N=CN=C3NC4=C(C=C(C=C4)Br)F)OC. Drug 2: CC12CCC3C(C1CCC2OP(=O)(O)O)CCC4=C3C=CC(=C4)OC(=O)N(CCCl)CCCl.[Na+]. Cell line: SNB-19. Synergy scores: CSS=-0.470, Synergy_ZIP=-1.01, Synergy_Bliss=-1.88, Synergy_Loewe=-3.95, Synergy_HSA=-2.12. (2) Drug 1: C1CCC(C1)C(CC#N)N2C=C(C=N2)C3=C4C=CNC4=NC=N3. Drug 2: CC1=CC=C(C=C1)C2=CC(=NN2C3=CC=C(C=C3)S(=O)(=O)N)C(F)(F)F. Cell line: U251. Synergy scores: CSS=4.51, Synergy_ZIP=-1.21, Synergy_Bliss=-0.265, Synergy_Loewe=-1.98, Synergy_HSA=0.425. (3) Drug 1: C1=CC=C(C=C1)NC(=O)CCCCCCC(=O)NO. Drug 2: C(CN)CNCCSP(=O)(O)O. Cell line: NCI/ADR-RES. Synergy scores: CSS=54.5, Synergy_ZIP=1.28, Synergy_Bliss=-6.74, Synergy_Loewe=-55.4, Synergy_HSA=-4.69.